From a dataset of Forward reaction prediction with 1.9M reactions from USPTO patents (1976-2016). Predict the product of the given reaction. The product is: [CH2:1]=[C:13]1[CH2:18][CH2:17][C:16]([C:24]([O:26][CH2:27][CH3:28])=[O:25])([C:19]([O:21][CH2:22][CH3:23])=[O:20])[CH2:15][CH2:14]1. Given the reactants [CH2:1]=C1CCC2(OCCO2)CC1.O=[C:13]1[CH2:18][CH2:17][C:16]([C:24]([O:26][CH2:27][CH3:28])=[O:25])([C:19]([O:21][CH2:22][CH3:23])=[O:20])[CH2:15][CH2:14]1.O1C2(CCC(=O)CC2)OCC1, predict the reaction product.